This data is from Full USPTO retrosynthesis dataset with 1.9M reactions from patents (1976-2016). The task is: Predict the reactants needed to synthesize the given product. (1) Given the product [CH:11]1([NH:17][C:18]2[N:3]3[C:4]([CH3:10])=[C:5]([Br:9])[CH:6]=[C:7]([Br:8])[C:2]3=[N:1][C:23]=2[C:22]2[CH:25]=[CH:26][CH:27]=[CH:28][C:21]=2[O:20][CH3:19])[CH2:16][CH2:15][CH2:14][CH2:13][CH2:12]1, predict the reactants needed to synthesize it. The reactants are: [NH2:1][C:2]1[C:7]([Br:8])=[CH:6][C:5]([Br:9])=[C:4]([CH3:10])[N:3]=1.[CH:11]1([N+:17]#[C-:18])[CH2:16][CH2:15][CH2:14][CH2:13][CH2:12]1.[CH3:19][O:20][C:21]1[CH:28]=[CH:27][CH:26]=[CH:25][C:22]=1[CH:23]=O. (2) Given the product [CH3:15][O:13][C:12](=[O:14])[C@H:9]([CH2:10][OH:11])[NH:8][C:1]([O:3][C:4]([CH3:7])([CH3:6])[CH3:5])=[O:2], predict the reactants needed to synthesize it. The reactants are: [C:1]([NH:8][C@H:9]([C:12]([OH:14])=[O:13])[CH2:10][OH:11])([O:3][C:4]([CH3:7])([CH3:6])[CH3:5])=[O:2].[C:15]([O-])([O-])=O.[K+].[K+]. (3) Given the product [Br:1][C:2]1[CH:3]=[C:4]([C:13]2[CH2:14][C:15]([C:20]3[CH:25]=[C:24]([Cl:26])[CH:23]=[C:22]([Cl:27])[CH:21]=3)([C:16]([F:19])([F:18])[F:17])[O:47][N:46]=2)[CH:5]=[CH:6][C:7]=1[S:8][C:9]([CH3:12])([CH3:11])[CH3:10], predict the reactants needed to synthesize it. The reactants are: [Br:1][C:2]1[CH:3]=[C:4]([C:13](=O)/[CH:14]=[C:15](\[C:20]2[CH:25]=[C:24]([Cl:26])[CH:23]=[C:22]([Cl:27])[CH:21]=2)/[C:16]([F:19])([F:18])[F:17])[CH:5]=[CH:6][C:7]=1[S:8][C:9]([CH3:12])([CH3:11])[CH3:10].C([N+](CCCC)(CCCC)CCCC)CCC.[NH2:46][OH:47].[OH-].[Na+].